From a dataset of Catalyst prediction with 721,799 reactions and 888 catalyst types from USPTO. Predict which catalyst facilitates the given reaction. (1) Reactant: [C:1]([O:5][C:6]([NH:8][CH:9]([CH2:13][C:14]1[C:19]([CH3:20])=[CH:18][C:17]([OH:21])=[CH:16][C:15]=1[CH3:22])[C:10]([OH:12])=O)=[O:7])([CH3:4])([CH3:3])[CH3:2].[CH:23]([NH:26][CH:27]([C:29]1[NH:30][CH:31]=[C:32]([C:34]2[CH:39]=[CH:38][CH:37]=[CH:36][CH:35]=2)[N:33]=1)[CH3:28])([CH3:25])[CH3:24].ON1C2C=CC=CC=2N=N1.Cl.CN(C)CCCN=C=NCC. Product: [C:1]([O:5][C:6](=[O:7])[NH:8][CH:9]([C:10](=[O:12])[N:26]([CH:23]([CH3:25])[CH3:24])[CH:27]([C:29]1[NH:30][CH:31]=[C:32]([C:34]2[CH:39]=[CH:38][CH:37]=[CH:36][CH:35]=2)[N:33]=1)[CH3:28])[CH2:13][C:14]1[C:19]([CH3:20])=[CH:18][C:17]([OH:21])=[CH:16][C:15]=1[CH3:22])([CH3:2])([CH3:3])[CH3:4]. The catalyst class is: 3. (2) Reactant: Br[C:2]1[CH:7]=[CH:6][C:5]([O:8][CH2:9][O:10][CH3:11])=[CH:4][C:3]=1[O:12][CH2:13][O:14][CH3:15].C([Li])CCC.[Si:21]([O:28][C:29]1[CH:34]=[CH:33][C:32]([CH:35]2[CH2:40][CH2:39][C:38](=[O:41])[CH2:37][CH2:36]2)=[CH:31][CH:30]=1)([C:24]([CH3:27])([CH3:26])[CH3:25])([CH3:23])[CH3:22]. Product: [Si:21]([O:28][C:29]1[CH:30]=[CH:31][C:32]([CH:35]2[CH2:40][CH2:39][C:38]([C:2]3[CH:7]=[CH:6][C:5]([O:8][CH2:9][O:10][CH3:11])=[CH:4][C:3]=3[O:12][CH2:13][O:14][CH3:15])([OH:41])[CH2:37][CH2:36]2)=[CH:33][CH:34]=1)([C:24]([CH3:27])([CH3:26])[CH3:25])([CH3:23])[CH3:22]. The catalyst class is: 7.